From a dataset of Experimentally validated miRNA-target interactions with 360,000+ pairs, plus equal number of negative samples. Binary Classification. Given a miRNA mature sequence and a target amino acid sequence, predict their likelihood of interaction. (1) The miRNA is mmu-miR-339-5p with sequence UCCCUGUCCUCCAGGAGCUCACG. The protein sequence of the target gene is MPLARDLLHPSLEEEKKKHKKKRLVQSPNSYFMDVKCPGCYKITTVFSHAQTVVLCVGCSTVLCQPTGGKARLTEGCSFRRKQH. Result: 0 (no interaction). (2) The miRNA is mmu-miR-1896 with sequence CUCUCUGAUGGUGGGUGAGGAG. The protein sequence of the target gene is MMSFGGADALLGAPFAPLHGGGSLHYALARKGGAGGTRSAAGSSSGFHSWTRTSVSSVSASPSRFRGAGAASSTDSLDTLSNGPEGCMVAVATSRSEKEQLQALNDRFAGYIDKVRQLEAHNRSLEGEAAALRQQQAGRSAMGELYEREVREMRGAVLRLGAARGQLRLEQEHLLEDIAHVRQRLDDEARQREEAEAAARALARFAQEAEAARVDLQKKAQALQEECGYLRRHHQEEVGELLGQIQGSGAAQAQMQAETRDALKCDVTSALREIRAQLEGHAVQSTLQSEEWFRVRLDRL.... Result: 0 (no interaction). (3) The miRNA is mmu-miR-5136 with sequence AUAUGCGAGGGAACUACUGG. The protein sequence of the target gene is MSHGPSPRLAESPQLSKGSLLTILGSPSPERMGPADSLPPTPPSGTPSPGPPPALPLPPAPALLADGDWESREELRLRELEEARARAAQMEKTMRRWSDCTANWREKWSKVRAERNRAREEVRQLRQRLDALTKELAGARRERQEAQGECEARGRELARLRGARGVADQTRDGPEPEAEREPVRDVGSERPPGSQELELVESLLKSMPEESEDCWEARSLGAGGPRGSSGRQERSRLPWEDTAATEEEASKLTALRLRLDESQKVLLKEREDKLALSRNIEKLEGELSQWKIKYEELSKT.... Result: 0 (no interaction). (4) The miRNA is hsa-miR-30d-3p with sequence CUUUCAGUCAGAUGUUUGCUGC. The protein sequence of the target gene is MADERKDEGKAPHWTSASLTEAAAHPHSPEMKDQGGSGEGLSRSANGFPYREEEEGAFGEHGSQGTYSDTKENGINGELTSADRETAEEVSARIVQVVTAEAVAVLKGEQEKEAQHKDQPAALPLAAEETVNLPPSPPPSPASEQTAALEEDLLTASKMEFPEQQKLPSSFAEPLDKEETEFKMQSKPGEDFEHAALVPQPDTSKTPQDKKDPQDMEGEKSPASPFAQTFGTNLEDIKQITEPSITVPSIGLSAEPLAPKDQKDWFIEMPVESKKDEWGLAAPISPGPLTPMREKDVLED.... Result: 0 (no interaction). (5) The miRNA is hsa-miR-1278 with sequence UAGUACUGUGCAUAUCAUCUAU. The protein sequence of the target gene is MSGPVPSRARVYTDVNTHRPREYWDYESHVVEWGNQDDYQLVRKLGRGKYSEVFEAINITNNEKVVVKILKPVKKKKIKREIKILENLRGGPNIITLADIVKDPVSRTPALVFEHVNNTDFKQLYQTLTDYDIRFYMYEILKALDYCHSMGIMHRDVKPHNVMIDHEHRKLRLIDWGLAEFYHPGQEYNVRVASRYFKGPELLVDYQMYDYSLDMWSLGCMLASMIFRKEPFFHGHDNYDQLVRIAKVLGTEDLYDYIDKYNIELDPRFNDILGRHSRKRWERFVHSENQHLVSPEALDF.... Result: 0 (no interaction).